From a dataset of Forward reaction prediction with 1.9M reactions from USPTO patents (1976-2016). Predict the product of the given reaction. (1) Given the reactants [NH2:1][CH2:2][CH:3]([CH:5]1[CH2:9][CH2:8][CH2:7][O:6]1)[OH:4].[ClH:10], predict the reaction product. The product is: [ClH:10].[NH2:1][CH2:2][CH:3]([CH:5]1[CH2:9][CH2:8][CH2:7][O:6]1)[OH:4]. (2) Given the reactants [N+:1]([C:4]1[CH:9]=[CH:8][C:7]([CH2:10][CH2:11][C:12](=[O:14])[CH3:13])=[CH:6][CH:5]=1)([O-:3])=[O:2].[Br:15]Br.O, predict the reaction product. The product is: [Br:15][CH2:13][C:12](=[O:14])[CH2:11][CH2:10][C:7]1[CH:6]=[CH:5][C:4]([N+:1]([O-:3])=[O:2])=[CH:9][CH:8]=1.